This data is from Reaction yield outcomes from USPTO patents with 853,638 reactions. The task is: Predict the reaction yield, written as a fraction of the theoretical maximum amount of product (1.0 means a 100% yield; for example, 0.34 means a 34% yield). (1) The reactants are [N+:1]([CH2:4][CH2:5][C:6]([O:8][CH2:9][CH3:10])=[O:7])([O-:3])=[O:2].[O-]CC.[Na+].[Cl:15][CH2:16][CH2:17][O:18][C:19]1[CH:20]=[C:21]([CH:29]=O)[C:22](=[CH:25][C:26]=1[O:27][CH3:28])[CH:23]=O. The catalyst is C(O)C. The product is [Cl:15][CH2:16][CH2:17][O:18][C:19]1[CH:20]=[C:21]2[C:22]([CH:23]=[C:4]([N+:1]([O-:3])=[O:2])[C:5]([C:6]([O:8][CH2:9][CH3:10])=[O:7])=[CH:29]2)=[CH:25][C:26]=1[O:27][CH3:28]. The yield is 0.700. (2) The reactants are O(C1C=CC=CC=1P(C1C=CC=CC=1)C1C=CC=CC=1)C1C=CC=CC=1P(C1C=CC=CC=1)C1C=CC=CC=1.[N:40]1([S:46]([C:49]2[CH:54]=[CH:53][C:52]([SH:55])=[CH:51][CH:50]=2)(=[O:48])=[O:47])[CH2:45][CH2:44][CH2:43][CH2:42][CH2:41]1.[CH2:56]([O:61][C:62](=[O:82])[C:63]1[C:68](I)=[CH:67][N:66]=[C:65]([NH:70][S:71]([C:74]2[CH:79]=[CH:78][C:77]([Cl:80])=[CH:76][C:75]=2[Cl:81])(=[O:73])=[O:72])[CH:64]=1)[CH2:57][CH2:58][CH2:59][CH3:60].CC(C)([O-])C.[K+]. The catalyst is CN1CCCC1=O.[Pd].[Pd].C(=CC(C=CC1C=CC=CC=1)=O)C1C=CC=CC=1.C(=CC(C=CC1C=CC=CC=1)=O)C1C=CC=CC=1.C(=CC(C=CC1C=CC=CC=1)=O)C1C=CC=CC=1. The product is [CH2:56]([O:61][C:62](=[O:82])[C:63]1[C:68]([S:55][C:52]2[CH:51]=[CH:50][C:49]([S:46]([N:40]3[CH2:41][CH2:42][CH2:43][CH2:44][CH2:45]3)(=[O:48])=[O:47])=[CH:54][CH:53]=2)=[CH:67][N:66]=[C:65]([NH:70][S:71]([C:74]2[CH:79]=[CH:78][C:77]([Cl:80])=[CH:76][C:75]=2[Cl:81])(=[O:72])=[O:73])[CH:64]=1)[CH2:57][CH2:58][CH2:59][CH3:60]. The yield is 0.0600. (3) The reactants are S(Cl)(Cl)=O.[NH2:5][C@H:6]1[CH2:11][CH2:10][CH2:9][C@H:8]([C:12]([OH:14])=[O:13])[CH2:7]1.[CH3:15]O. No catalyst specified. The product is [NH2:5][C@H:6]1[CH2:11][CH2:10][CH2:9][C@H:8]([C:12]([O:14][CH3:15])=[O:13])[CH2:7]1. The yield is 0.909. (4) The reactants are Br[C:2]1[CH:7]=[CH:6][N:5]=[C:4]2[N:8]([S:14]([C:17]3[CH:22]=[CH:21][CH:20]=[CH:19][CH:18]=3)(=[O:16])=[O:15])[C:9]([CH:11]([F:13])[F:12])=[CH:10][C:3]=12.[O:23]=[S:24]1(=[O:48])[CH2:28][CH2:27][CH:26]([NH:29][S:30]([C:33]2[CH:38]=[CH:37][C:36](B3OC(C)(C)C(C)(C)O3)=[CH:35][CH:34]=2)(=[O:32])=[O:31])[CH2:25]1.C(=O)([O-])[O-].[Na+].[Na+].C(Cl)Cl. The catalyst is O1CCOCC1.O.[Cl-].[Na+].O.[Pd].C1(P([C-]2C=CC=C2)C2C=CC=CC=2)C=CC=CC=1.[C-]1(P(C2C=CC=CC=2)C2C=CC=CC=2)C=CC=C1.[Fe+2]. The product is [F:12][CH:11]([F:13])[C:9]1[N:8]([S:14]([C:17]2[CH:22]=[CH:21][CH:20]=[CH:19][CH:18]=2)(=[O:16])=[O:15])[C:4]2=[N:5][CH:6]=[CH:7][C:2]([C:36]3[CH:35]=[CH:34][C:33]([S:30]([NH:29][CH:26]4[CH2:27][CH2:28][S:24](=[O:23])(=[O:48])[CH2:25]4)(=[O:31])=[O:32])=[CH:38][CH:37]=3)=[C:3]2[CH:10]=1. The yield is 0.560. (5) The reactants are [NH2:1][C:2]1[C:7]([C:8]([NH2:10])=[O:9])=[C:6]([O:11][CH3:12])[C:5]([CH2:13][N:14]2[CH2:19][CH2:18][O:17][CH2:16][CH2:15]2)=[C:4]([O:20][CH3:21])[CH:3]=1.[CH3:22][C:23]1[CH:24]=[C:25]([CH:28]=[C:29]([CH3:32])[C:30]=1[OH:31])[CH:26]=O.S([O-])(O)=O.[Na+].C1(C)C=CC(S(O)(=O)=O)=CC=1. The catalyst is CN(C)C(=O)C.O. The product is [OH:31][C:30]1[C:29]([CH3:32])=[CH:28][C:25]([C:26]2[NH:10][C:8](=[O:9])[C:7]3[C:2](=[CH:3][C:4]([O:20][CH3:21])=[C:5]([CH2:13][N:14]4[CH2:19][CH2:18][O:17][CH2:16][CH2:15]4)[C:6]=3[O:11][CH3:12])[N:1]=2)=[CH:24][C:23]=1[CH3:22]. The yield is 0.0660. (6) The reactants are [Cl:1][C:2]1[CH:31]=[CH:30][C:5]([CH2:6][NH:7][C:8]([C:10]2[C:19](=[O:20])[C:18]3[C:13](=[C:14](I)[CH:15]=[C:16]([CH2:21][N:22]4[CH2:27][CH2:26][O:25][CH2:24][CH2:23]4)[CH:17]=3)[N:12]([CH3:29])[CH:11]=2)=[O:9])=[CH:4][CH:3]=1.[CH2:32]([OH:37])[CH2:33][CH2:34][C:35]#[CH:36].CN(C=O)C. The catalyst is N(CC)CC.Cl[Pd](Cl)([P](C1C=CC=CC=1)(C1C=CC=CC=1)C1C=CC=CC=1)[P](C1C=CC=CC=1)(C1C=CC=CC=1)C1C=CC=CC=1.[Cu]I. The product is [Cl:1][C:2]1[CH:31]=[CH:30][C:5]([CH2:6][NH:7][C:8]([C:10]2[C:19](=[O:20])[C:18]3[C:13](=[C:14]([C:36]#[C:35][CH2:34][CH2:33][CH2:32][OH:37])[CH:15]=[C:16]([CH2:21][N:22]4[CH2:27][CH2:26][O:25][CH2:24][CH2:23]4)[CH:17]=3)[N:12]([CH3:29])[CH:11]=2)=[O:9])=[CH:4][CH:3]=1. The yield is 0.430.